Dataset: Full USPTO retrosynthesis dataset with 1.9M reactions from patents (1976-2016). Task: Predict the reactants needed to synthesize the given product. (1) Given the product [F:13][C:5]1[CH:4]=[CH:3][C:2]([C:26]#[C:25][Si:22]([CH3:24])([CH3:23])[CH3:21])=[CH:12][C:6]=1[CH2:7][NH:8][C:9](=[O:11])[CH3:10], predict the reactants needed to synthesize it. The reactants are: Br[C:2]1[CH:3]=[CH:4][C:5]([F:13])=[C:6]([CH:12]=1)[CH2:7][NH:8][C:9](=[O:11])[CH3:10].C(N(CC)CC)C.[CH3:21][Si:22]([C:25]#[CH:26])([CH3:24])[CH3:23]. (2) Given the product [CH:1]1([O:8][C:9]2[N:14]=[C:13]([C:15](=[O:17])[CH2:19][C:20]#[N:21])[CH:12]=[CH:11][CH:10]=2)[CH2:2][CH2:3][CH2:4][CH2:5][CH2:6][CH2:7]1, predict the reactants needed to synthesize it. The reactants are: [CH:1]1([O:8][C:9]2[N:14]=[C:13]([C:15]([O:17]C)=O)[CH:12]=[CH:11][CH:10]=2)[CH2:7][CH2:6][CH2:5][CH2:4][CH2:3][CH2:2]1.[CH3:19][C:20]#[N:21]. (3) The reactants are: [C:1]([C:5]1[CH:10]=[C:9](Cl)[N:8]=[CH:7][N:6]=1)([CH3:4])([CH3:3])[CH3:2].[C:12]1([N:18]2[C:30]3[CH:29]=[CH:28][C:27](B(O)O)=[CH:26][C:25]=3[C:24]3[C:19]2=[CH:20][CH:21]=[CH:22][CH:23]=3)[CH:17]=[CH:16][CH:15]=[CH:14][CH:13]=1.C(=O)([O-])[O-].[Na+].[Na+]. Given the product [C:1]([C:5]1[CH:10]=[C:9]([C:27]2[CH:28]=[CH:29][C:30]3[N:18]([C:12]4[CH:17]=[CH:16][CH:15]=[CH:14][CH:13]=4)[C:19]4[C:24]([C:25]=3[CH:26]=2)=[CH:23][CH:22]=[CH:21][CH:20]=4)[N:8]=[CH:7][N:6]=1)([CH3:4])([CH3:3])[CH3:2], predict the reactants needed to synthesize it. (4) Given the product [C:4]([O:3][C:1](=[O:2])[NH:8][C@@H:9]([CH2:10][C:11]1[CH:12]=[CH:13][C:14]([F:17])=[CH:15][CH:16]=1)[C:18]([N:24]1[CH2:25][CH2:26][C@H:22]([OH:21])[CH2:23]1)=[O:20])([CH3:5])([CH3:6])[CH3:7], predict the reactants needed to synthesize it. The reactants are: [C:1]([NH:8][C@H:9]([C:18]([OH:20])=O)[CH2:10][C:11]1[CH:16]=[CH:15][C:14]([F:17])=[CH:13][CH:12]=1)([O:3][C:4]([CH3:7])([CH3:6])[CH3:5])=[O:2].[OH:21][C@H:22]1[CH2:26][CH2:25][NH:24][CH2:23]1.CCN(C(C)C)C(C)C.C1C=CC2N(O)N=NC=2C=1.O.CCN=C=NCCCN(C)C. (5) Given the product [CH3:25][N:18]1[C:19]2[C:24](=[CH:23][CH:22]=[CH:21][CH:20]=2)[C:15]([N:4]2[CH2:5][CH2:6][N:1]([C:7]([C:9]3[S:10][CH:11]=[CH:12][CH:13]=3)=[O:8])[CH2:2][CH2:3]2)=[C:16]([C:27]#[N:28])[C:17]1=[O:26], predict the reactants needed to synthesize it. The reactants are: [N:1]1([C:7]([C:9]2[S:10][CH:11]=[CH:12][CH:13]=2)=[O:8])[CH2:6][CH2:5][NH:4][CH2:3][CH2:2]1.Cl[C:15]1[C:24]2[C:19](=[CH:20][CH:21]=[CH:22][CH:23]=2)[N:18]([CH3:25])[C:17](=[O:26])[C:16]=1[C:27]#[N:28]. (6) The reactants are: Cl.[CH3:2][O:3][C:4]1[CH:5]=[C:6]([C:12]2[C:13]([CH3:25])([CH3:24])[C:14](=[O:23])[N:15]([CH:17]3[CH2:22][CH2:21][NH:20][CH2:19][CH2:18]3)[N:16]=2)[CH:7]=[CH:8][C:9]=1[O:10][CH3:11].[CH3:26][N:27]1[C:35]2[C:30](=[CH:31][C:32]([S:36](Cl)(=[O:38])=[O:37])=[CH:33][CH:34]=2)[CH:29]=[CH:28]1. Given the product [CH3:2][O:3][C:4]1[CH:5]=[C:6]([C:12]2[C:13]([CH3:25])([CH3:24])[C:14](=[O:23])[N:15]([CH:17]3[CH2:22][CH2:21][N:20]([S:36]([C:32]4[CH:31]=[C:30]5[C:35](=[CH:34][CH:33]=4)[N:27]([CH3:26])[CH:28]=[CH:29]5)(=[O:37])=[O:38])[CH2:19][CH2:18]3)[N:16]=2)[CH:7]=[CH:8][C:9]=1[O:10][CH3:11], predict the reactants needed to synthesize it. (7) Given the product [CH3:1][C:2]1[CH:7]=[CH:6][N:5]=[CH:4][C:3]=1[N:8]1[CH2:12][CH2:11][N:10]([C:15]2[CH:24]=[CH:23][C:22]3[C:17](=[CH:18][CH:19]=[CH:20][CH:21]=3)[N:16]=2)[C:9]1=[O:13], predict the reactants needed to synthesize it. The reactants are: [CH3:1][C:2]1[CH:7]=[CH:6][N:5]=[CH:4][C:3]=1[N:8]1[CH2:12][CH2:11][NH:10][C:9]1=[O:13].Cl[C:15]1[CH:24]=[CH:23][C:22]2[C:17](=[CH:18][CH:19]=[CH:20][CH:21]=2)[N:16]=1.N[C@@H]1CCCC[C@H]1N.C(=O)([O-])[O-].[K+].[K+].